Dataset: Catalyst prediction with 721,799 reactions and 888 catalyst types from USPTO. Task: Predict which catalyst facilitates the given reaction. Reactant: [F:1][C:2]([F:16])([F:15])[C:3]1[CH:8]=[CH:7][C:6]([C@:9]23[CH2:14][C@H:13]2[CH2:12][NH:11][CH2:10]3)=[CH:5][CH:4]=1.[Cl:17][CH:18]([CH3:31])[CH2:19][CH2:20][CH2:21][N:22]1[CH:27]=[C:26]([CH3:28])[C:25](=[O:29])[NH:24][C:23]1=[O:30].[Cl-].[NH4+]. Product: [ClH:17].[CH3:28][C:26]1[C:25](=[O:29])[NH:24][C:23](=[O:30])[N:22]([CH2:21][CH2:20][CH2:19][CH2:18][CH2:31][N:11]2[CH2:12][C@H:13]3[C@:9]([C:6]4[CH:5]=[CH:4][C:3]([C:2]([F:1])([F:15])[F:16])=[CH:8][CH:7]=4)([CH2:14]3)[CH2:10]2)[CH:27]=1. The catalyst class is: 3.